This data is from Forward reaction prediction with 1.9M reactions from USPTO patents (1976-2016). The task is: Predict the product of the given reaction. (1) Given the reactants [NH2:1][C:2]1[NH:6][N:5]=[C:4]([CH3:7])[C:3]=1[C:8]1[CH:13]=[CH:12][CH:11]=[C:10]([O:14][CH3:15])[C:9]=1[O:16][CH2:17][CH:18]1[CH2:23][CH2:22][N:21](C(OC(C)(C)C)=O)[CH2:20][CH2:19]1.[OH:31][C:32]1[CH:39]=[CH:38][C:35]([CH:36]=O)=[CH:34][CH:33]=1.[C:40]([OH:46])([C:42]([F:45])([F:44])[F:43])=[O:41], predict the reaction product. The product is: [F:43][C:42]([F:45])([F:44])[C:40]([OH:46])=[O:41].[CH3:7][C:4]1[C:3]2[C:8]3[C:9]([O:16][CH2:17][CH:18]4[CH2:23][CH2:22][NH:21][CH2:20][CH2:19]4)=[C:10]([O:14][CH3:15])[CH:11]=[CH:12][C:13]=3[C:36]([C:35]3[CH:38]=[CH:39][C:32]([OH:31])=[CH:33][CH:34]=3)=[N:1][C:2]=2[NH:6][N:5]=1. (2) Given the reactants [CH2:1]([N:3]1[CH2:8][C:7]([CH3:10])([CH3:9])[O:6][C:5](=[O:11])[CH:4]1[CH2:12][C:13]([OH:15])=O)[CH3:2].C(N(C(C)C)CC)(C)C.CN(C(ON1N=[N:40][C:35]2[CH:36]=[CH:37][CH:38]=[N:39][C:34]1=2)=[N+](C)C)C.F[P-](F)(F)(F)(F)F.NC1C=NC=CC=1, predict the reaction product. The product is: [CH2:1]([N:3]1[CH2:8][C:7]([CH3:9])([CH3:10])[O:6][C:5](=[O:11])[CH:4]1[CH2:12][C:13]([NH:40][C:35]1[CH:34]=[N:39][CH:38]=[CH:37][CH:36]=1)=[O:15])[CH3:2]. (3) Given the reactants [CH2:1]([C:3]1[S:4][C:5]([CH2:9]O)=[C:6]([CH3:8])[N:7]=1)[CH3:2].[CH2:11]([O:18][C:19]1[CH:28]=[CH:27][CH:26]=[C:25]2[C:20]=1[CH2:21][CH2:22][CH2:23][CH:24]2[C:29]([NH:31][C:32]1[CH:33]=[N:34][C:35]([CH:38]([CH3:40])[CH3:39])=[CH:36][CH:37]=1)=[O:30])[C:12]1[CH:17]=[CH:16][CH:15]=[CH:14][CH:13]=1, predict the reaction product. The product is: [CH2:11]([O:18][C:19]1[CH:28]=[CH:27][CH:26]=[C:25]2[C:20]=1[CH2:21][CH2:22][CH2:23][CH:24]2[C:29]([N:31]([CH2:9][C:5]1[S:4][C:3]([CH2:1][CH3:2])=[N:7][C:6]=1[CH3:8])[C:32]1[CH:33]=[N:34][C:35]([CH:38]([CH3:40])[CH3:39])=[CH:36][CH:37]=1)=[O:30])[C:12]1[CH:17]=[CH:16][CH:15]=[CH:14][CH:13]=1. (4) Given the reactants C1C(=O)N(Cl)C(=O)C1.[CH:9]1[C:14]2[CH:15]=[C:16]3[C:31]4[C:20]([C:21]5[C:32]6[C:25](=[CH:26][CH:27]=[CH:28][C:29]=6[C:30]=4[C:13]=2[CH:12]=[CH:11][CH:10]=1)[CH:24]=[CH:23][CH:22]=5)=[CH:19][C:18]1[CH:33]=[CH:34][CH:35]=[CH:36][C:17]3=1.[Li]CCCC.[Si:42](OCC)([O:49][CH2:50][CH3:51])([O:46][CH2:47][CH3:48])[O:43][CH2:44][CH3:45], predict the reaction product. The product is: [O:43]([Si:42]([C:9]1[C:14]2[CH:15]=[C:16]3[C:31]4[C:20]([C:21]5[C:32]6[C:25](=[CH:26][CH:27]=[CH:28][C:29]=6[C:30]=4[C:13]=2[CH:12]=[CH:11][CH:10]=1)[CH:24]=[CH:23][CH:22]=5)=[CH:19][C:18]1[CH:33]=[CH:34][CH:35]=[CH:36][C:17]3=1)([O:49][CH2:50][CH3:51])[O:46][CH2:47][CH3:48])[CH2:44][CH3:45]. (5) The product is: [NH2:7][C@H:8]1[CH2:13][CH2:12][CH2:11][C@H:10]([CH2:14][OH:15])[CH2:9]1. Given the reactants C(OC(=O)[NH:7][C@H:8]1[CH2:13][CH2:12][CH2:11][C@H:10]([CH2:14][OH:15])[CH2:9]1)(C)(C)C.Cl, predict the reaction product. (6) Given the reactants [Cl:1][C:2]1[N:7]=[N:6][C:5]([N:8]2[C:12]([OH:13])=[C:11]([C:14](=O)[CH3:15])[C:10]([CH3:17])=[N:9]2)=[CH:4][CH:3]=1.[CH3:18][O:19][C:20]([C:22]1[CH:31]=[CH:30][C:25]([C:26]([NH:28][NH2:29])=[O:27])=[CH:24][CH:23]=1)=[O:21], predict the reaction product. The product is: [Cl:1][C:2]1[N:7]=[N:6][C:5]([N:8]2[C:12](=[O:13])[C:11](=[C:14]([NH:29][NH:28][C:26]([C:25]3[CH:30]=[CH:31][C:22]([C:20]([O:19][CH3:18])=[O:21])=[CH:23][CH:24]=3)=[O:27])[CH3:15])[C:10]([CH3:17])=[N:9]2)=[CH:4][CH:3]=1.